From a dataset of Forward reaction prediction with 1.9M reactions from USPTO patents (1976-2016). Predict the product of the given reaction. (1) Given the reactants [CH2:1]([C:3]1[N:7](S(N(C)C)(=O)=O)[C:6]([CH:14]=O)=[N:5][N:4]=1)[CH3:2].[CH3:16][O:17][C:18]1[CH:19]=[C:20]2[C:24](=[CH:25][CH:26]=1)[NH:23][C:22](=[O:27])[CH2:21]2.N1CCCCC1, predict the reaction product. The product is: [CH2:1]([C:3]1[NH:7][C:6](/[CH:14]=[C:21]2\[C:22](=[O:27])[NH:23][C:24]3[C:20]\2=[CH:19][C:18]([O:17][CH3:16])=[CH:26][CH:25]=3)=[N:5][N:4]=1)[CH3:2]. (2) Given the reactants C[Si](C)(C)N[Si](C)(C)C.C1(P(C2CCCCC2)C2C=CC=CC=2C2C=CC=CC=2N(C)C)CCCCC1.[C:38]([O:42][C:43](=[O:45])[CH3:44])([CH3:41])([CH3:40])[CH3:39].[Cl:46][C:47]1[CH:52]=[C:51](Cl)[C:50]([CH3:54])=[CH:49][N:48]=1, predict the reaction product. The product is: [C:38]([O:42][C:43](=[O:45])[CH2:44][C:51]1[C:50]([CH3:54])=[CH:49][N:48]=[C:47]([Cl:46])[CH:52]=1)([CH3:41])([CH3:40])[CH3:39]. (3) The product is: [Br:23][C:24]1[N:25]=[CH:26][C:27]([C:11]2[CH:12]=[CH:13][C:8]([N:7]([C:1]3[CH:6]=[CH:5][CH:4]=[CH:3][CH:2]=3)[C:17]3[CH:22]=[CH:21][CH:20]=[CH:19][CH:18]=3)=[CH:9][CH:10]=2)=[N:28][CH:29]=1. Given the reactants [C:1]1([N:7]([C:17]2[CH:22]=[CH:21][CH:20]=[CH:19][CH:18]=2)[C:8]2[CH:13]=[CH:12][C:11](B(O)O)=[CH:10][CH:9]=2)[CH:6]=[CH:5][CH:4]=[CH:3][CH:2]=1.[Br:23][C:24]1[CH:29]=[N:28][C:27](Br)=[CH:26][N:25]=1.C([O-])([O-])=O.[K+].[K+], predict the reaction product.